Dataset: Catalyst prediction with 721,799 reactions and 888 catalyst types from USPTO. Task: Predict which catalyst facilitates the given reaction. (1) Reactant: [Cl:1][C:2]1[C:11]2[C:6](=[CH:7][C:8]([O:12][C@@H:13]3[CH2:18][CH2:17][C@H:16]([NH2:19])[CH2:15][CH2:14]3)=[CH:9][CH:10]=2)[CH:5]=[CH:4][N:3]=1.[C:20](O[C:20]([O:22][C:23]([CH3:26])([CH3:25])[CH3:24])=[O:21])([O:22][C:23]([CH3:26])([CH3:25])[CH3:24])=[O:21]. Product: [C:23]([O:22][C:20](=[O:21])[NH:19][C@H:16]1[CH2:15][CH2:14][C@@H:13]([O:12][C:8]2[CH:7]=[C:6]3[C:11](=[CH:10][CH:9]=2)[C:2]([Cl:1])=[N:3][CH:4]=[CH:5]3)[CH2:18][CH2:17]1)([CH3:26])([CH3:25])[CH3:24]. The catalyst class is: 4. (2) Reactant: [C:1]([O:5][C:6](=[O:28])[CH:7]([NH:14][S:15]([C:18]1[CH:19]=[C:20]([CH:25]=[CH:26][CH:27]=1)[C:21]([O:23]C)=[O:22])(=[O:17])=[O:16])[C:8]1[CH:13]=[CH:12][CH:11]=[CH:10][CH:9]=1)([CH3:4])([CH3:3])[CH3:2].[OH-].[Li+]. Product: [C:1]([O:5][C:6](=[O:28])[CH:7]([NH:14][S:15]([C:18]1[CH:19]=[C:20]([CH:25]=[CH:26][CH:27]=1)[C:21]([OH:23])=[O:22])(=[O:17])=[O:16])[C:8]1[CH:9]=[CH:10][CH:11]=[CH:12][CH:13]=1)([CH3:4])([CH3:2])[CH3:3]. The catalyst class is: 83. (3) Reactant: N.F[C:3](F)(F)[C:4]([NH:6][CH2:7][CH2:8][CH2:9][N:10](C)[CH2:11][CH2:12][CH2:13][NH:14][C:15]1[N:16]=[N+:17]([O-:27])[C:18]2[CH:25]=[CH:24][C:23]([CH3:26])=[CH:22][C:19]=2[N+:20]=1[O-:21])=[O:5].N1([C:36]([C:38]2[C:51]3[C:42](=[N:43][C:44]4[C:49]([N:50]=3)=C(C)[CH:47]=[CH:46][CH:45]=4)[CH:41]=[CH:40][CH:39]=2)=O)C=CN=C1. Product: [CH3:36][C:38]1[CH:39]=[CH:40][CH:41]=[C:42]2[C:51]=1[N:50]=[C:49]1[C:44]([CH:45]=[CH:46][CH:47]=[C:3]1[C:4]([NH:6][CH2:7][CH2:8][CH2:9][NH:10][CH2:11][CH2:12][CH2:13][NH:14][C:15]1[N:16]=[N+:17]([O-:27])[C:18]3[CH:25]=[CH:24][C:23]([CH3:26])=[CH:22][C:19]=3[N+:20]=1[O-:21])=[O:5])=[N:43]2. The catalyst class is: 5. (4) The catalyst class is: 63. Product: [NH2:1][CH2:4][C:5]1[O:9][C:8]([C:10]2[CH:11]=[CH:12][C:13]([C:16]3[C:21]([CH3:22])=[C:20]([F:23])[CH:19]=[C:18]([C:24]([NH:26][CH:27]4[CH2:29][CH2:28]4)=[O:25])[CH:17]=3)=[CH:14][CH:15]=2)=[N:7][N:6]=1. Reactant: [N:1]([CH2:4][C:5]1[O:9][C:8]([C:10]2[CH:15]=[CH:14][C:13]([C:16]3[C:21]([CH3:22])=[C:20]([F:23])[CH:19]=[C:18]([C:24]([NH:26][CH:27]4[CH2:29][CH2:28]4)=[O:25])[CH:17]=3)=[CH:12][CH:11]=2)=[N:7][N:6]=1)=[N+]=[N-].[H][H]. (5) Reactant: [O:1]1[CH2:5][CH2:4][O:3][CH:2]1[C:6]1[CH:11]=[CH:10][C:9]([C:12]2[C:21]([C:22]3[CH:27]=[CH:26][CH:25]=[CH:24][CH:23]=3)=[CH:20][C:19]3[C:14](=[CH:15][CH:16]=[N:17][C:18]=3[NH:28][NH2:29])[N:13]=2)=[CH:8][CH:7]=1.O.[C:31]1(C)C(S(O)(=O)=O)=CC=C[CH:36]=1.C1(C)C=CC=CC=1.C(OC)(OC)(OC)C. Product: [O:3]1[CH2:4][CH2:5][O:1][CH:2]1[C:6]1[CH:11]=[CH:10][C:9]([C:12]2[C:21]([C:22]3[CH:27]=[CH:26][CH:25]=[CH:24][CH:23]=3)=[CH:20][C:19]3[C:18]4=[N:28][N:29]=[C:31]([CH3:36])[N:17]4[CH:16]=[CH:15][C:14]=3[N:13]=2)=[CH:8][CH:7]=1. The catalyst class is: 5. (6) Reactant: [CH3:1][C:2]1[O:8][CH:7]=[CH:6][C:4](=[O:5])[C:3]=1[OH:9].[CH2:10](Br)[C:11]1[CH:16]=[CH:15][CH:14]=[CH:13][CH:12]=1.C(=O)([O-])[O-].[K+].[K+]. Product: [CH2:10]([O:9][C:3]1[C:4](=[O:5])[CH:6]=[CH:7][O:8][C:2]=1[CH3:1])[C:11]1[CH:16]=[CH:15][CH:14]=[CH:13][CH:12]=1. The catalyst class is: 3. (7) Reactant: [CH3:1][N:2]([CH3:29])[CH2:3][CH2:4][N:5]1[C:9]2[CH:10]=[CH:11][C:12]([S:14]([CH2:17][CH:18]3[CH2:23][CH2:22][NH:21][CH2:20][CH2:19]3)(=[O:16])=[O:15])=[CH:13][C:8]=2[N:7]=[C:6]1[CH2:24][C:25]([CH3:28])([CH3:27])[CH3:26].C(N(CC)CC)C.[NH:37]1[CH:41]=[C:40]([C:42](O)=[O:43])[CH:39]=[N:38]1. Product: [CH3:1][N:2]([CH3:29])[CH2:3][CH2:4][N:5]1[C:9]2[CH:10]=[CH:11][C:12]([S:14]([CH2:17][CH:18]3[CH2:19][CH2:20][N:21]([C:42]([C:40]4[CH:41]=[N:37][NH:38][CH:39]=4)=[O:43])[CH2:22][CH2:23]3)(=[O:16])=[O:15])=[CH:13][C:8]=2[N:7]=[C:6]1[CH2:24][C:25]([CH3:26])([CH3:28])[CH3:27]. The catalyst class is: 4. (8) The catalyst class is: 12. Product: [CH2:14]([O:13][C:3]1[CH:4]=[C:5]([CH:6]=[O:7])[CH:8]=[C:9]([O:10][CH2:11][CH3:12])[C:2]=1[C:20]1[CH:19]=[CH:18][C:17]([F:16])=[C:22]([F:23])[CH:21]=1)[CH3:15]. Reactant: Br[C:2]1[C:9]([O:10][CH2:11][CH3:12])=[CH:8][C:5]([CH:6]=[O:7])=[CH:4][C:3]=1[O:13][CH2:14][CH3:15].[F:16][C:17]1[CH:18]=[C:19](B(O)O)[CH:20]=[CH:21][C:22]=1[F:23].P([O-])([O-])([O-])=O.[K+].[K+].[K+].CN(C=O)C. (9) Reactant: F[C:2]1[N:10]=[C:9]([F:11])[CH:8]=[CH:7][C:3]=1[C:4](Cl)=[O:5].[F:12][C:13]1[CH:21]=[CH:20][C:19]([Cl:22])=[CH:18][C:14]=1[C:15]([NH2:17])=[NH:16].C(N(C(C)C)CC)(C)C. Product: [Cl:22][C:19]1[CH:20]=[CH:21][C:13]([F:12])=[C:14]([C:15]2[N:17]=[C:4]([OH:5])[C:3]3[CH:7]=[CH:8][C:9]([F:11])=[N:10][C:2]=3[N:16]=2)[CH:18]=1. The catalyst class is: 10. (10) Reactant: [Br:1][CH:2]([CH3:15])[C:3]([C:5]1[S:9][C:8]2[CH:10]=[CH:11][CH:12]=[C:13]([Cl:14])[C:7]=2[CH:6]=1)=O.[N:16]1[CH2:21][CH2:20][CH2:19][NH:18][C:17]=1[SH:22].C(O)C. Product: [BrH:1].[Cl:14][C:13]1[C:7]2[CH:6]=[C:5]([C:3]3[N:18]4[CH2:19][CH2:20][CH2:21][N:16]=[C:17]4[S:22][C:2]=3[CH3:15])[S:9][C:8]=2[CH:10]=[CH:11][CH:12]=1. The catalyst class is: 15.